The task is: Predict the reactants needed to synthesize the given product.. This data is from Full USPTO retrosynthesis dataset with 1.9M reactions from patents (1976-2016). (1) The reactants are: [CH3:1][N:2]([CH3:7])[CH2:3][CH2:4][CH2:5][NH2:6].[O:8]1[C:18]2[C:13](=[CH:14][CH:15]=[CH:16][CH:17]=2)[CH2:12][CH2:11][C:9]1=[O:10]. Given the product [CH3:1][N:2]([CH3:7])[CH2:3][CH2:4][CH2:5][NH:6][C:9](=[O:10])[CH2:11][CH2:12][C:13]1[CH:14]=[CH:15][CH:16]=[CH:17][C:18]=1[OH:8], predict the reactants needed to synthesize it. (2) Given the product [CH3:1][O:2][C:3]1[CH:11]=[C:10]([C:12]([F:15])([F:14])[F:13])[CH:9]=[CH:8][C:4]=1[C:5]([NH:58][CH2:59][CH2:60][N:61]1[CH:65]=[C:64]([C:66]([O:68][CH3:69])=[O:67])[N:63]=[CH:62]1)=[O:7], predict the reactants needed to synthesize it. The reactants are: [CH3:1][O:2][C:3]1[CH:11]=[C:10]([C:12]([F:15])([F:14])[F:13])[CH:9]=[CH:8][C:4]=1[C:5]([OH:7])=O.C[NH3+].F[P-](F)(F)(F)(F)F.N1(OC(N(C)C)=[N+](C)C)C2N=CC=CC=2N=N1.F[P-](F)(F)(F)(F)F.C(N(C(C)C)CC)(C)C.[NH2:58][CH2:59][CH2:60][N:61]1[CH:65]=[C:64]([C:66]([O:68][CH3:69])=[O:67])[N:63]=[CH:62]1. (3) Given the product [Br:1][C:2]1[CH:3]=[C:4]([CH:8]=[CH:9][CH:10]=1)[C:5]([C:14]1[CH:13]=[C:12]([CH3:11])[C:17]2[NH:18][C:19](=[O:21])[O:20][C:16]=2[CH:15]=1)=[O:6], predict the reactants needed to synthesize it. The reactants are: [Br:1][C:2]1[CH:3]=[C:4]([CH:8]=[CH:9][CH:10]=1)[C:5](Cl)=[O:6].[CH3:11][C:12]1[C:17]2[NH:18][C:19](=[O:21])[O:20][C:16]=2[CH:15]=[CH:14][CH:13]=1.[Cl-].[Cl-].[Cl-].[Al+3]. (4) Given the product [C:44]([O:43][C@@H:37]([C:28]1[C:27]([CH3:48])=[CH:26][C:24]2[N:25]=[C:21]([C:2]3[CH:3]=[C:4]4[C:8](=[CH:9][CH:10]=3)[N:7]([CH3:11])[N:6]=[C:5]4[CH:12]3[CH2:14][CH2:13]3)[S:22][C:23]=2[C:29]=1[C:30]1[CH:31]=[CH:32][C:33]([Cl:36])=[CH:34][CH:35]=1)[C:38]([OH:40])=[O:39])([CH3:47])([CH3:45])[CH3:46], predict the reactants needed to synthesize it. The reactants are: Br[C:2]1[CH:3]=[C:4]2[C:8](=[CH:9][CH:10]=1)[N:7]([CH3:11])[N:6]=[C:5]2[CH:12]1[CH2:14][CH2:13]1.CC([O-])=O.[K+].Br[C:21]1[S:22][C:23]2[C:29]([C:30]3[CH:35]=[CH:34][C:33]([Cl:36])=[CH:32][CH:31]=3)=[C:28]([C@H:37]([O:43][C:44]([CH3:47])([CH3:46])[CH3:45])[C:38]([O:40]CC)=[O:39])[C:27]([CH3:48])=[CH:26][C:24]=2[N:25]=1.C([O-])([O-])=O.[K+].[K+].[OH-].[Na+]. (5) Given the product [CH3:1][O:2][C:3]1[CH:4]=[C:5]([N:11]([CH2:12][CH2:13][C:14]2[CH:19]=[CH:18][C:17]([C:20]([F:22])([F:21])[F:23])=[CH:16][CH:15]=2)[C:31](=[O:32])[CH2:30][C:24]2[CH:29]=[CH:28][CH:27]=[CH:26][CH:25]=2)[CH:6]=[CH:7][C:8]=1[O:9][CH3:10], predict the reactants needed to synthesize it. The reactants are: [CH3:1][O:2][C:3]1[CH:4]=[C:5]([NH:11][CH2:12][CH2:13][C:14]2[CH:19]=[CH:18][C:17]([C:20]([F:23])([F:22])[F:21])=[CH:16][CH:15]=2)[CH:6]=[CH:7][C:8]=1[O:9][CH3:10].[C:24]1([CH2:30][C:31](Cl)=[O:32])[CH:29]=[CH:28][CH:27]=[CH:26][CH:25]=1.CCN(CC)CC. (6) Given the product [C:1]([O:5][C:6]([C:7]1[CH:12]=[CH:11][C:10]2[C:9]([CH:8]=1)=[N:22][N:21]([C:23]1[CH:28]=[CH:27][N:26]=[CH:25][CH:24]=1)[C:13]=2[CH2:14][CH:15]1[CH2:17][CH2:16]1)=[O:19])([CH3:4])([CH3:3])[CH3:2], predict the reactants needed to synthesize it. The reactants are: [C:1]([O:5][C:6](=[O:19])[C:7]1[CH:12]=[CH:11][C:10]([C:13]#[C:14][CH:15]2[CH2:17][CH2:16]2)=[C:9](Cl)[CH:8]=1)([CH3:4])([CH3:3])[CH3:2].Cl.[NH:21]([C:23]1[CH:28]=[CH:27][N:26]=[CH:25][CH:24]=1)[NH2:22].C([O-])([O-])=O.[Cs+].[Cs+].